This data is from Experimental lipophilicity measurements (octanol/water distribution) for 4,200 compounds from AstraZeneca. The task is: Regression/Classification. Given a drug SMILES string, predict its absorption, distribution, metabolism, or excretion properties. Task type varies by dataset: regression for continuous measurements (e.g., permeability, clearance, half-life) or binary classification for categorical outcomes (e.g., BBB penetration, CYP inhibition). For this dataset (lipophilicity_astrazeneca), we predict Y. (1) The drug is Cc1ncccc1Oc1ncnc(OC2C3COCC2CN(C(=O)OC(C)C)C3)c1C. The Y is 3.10 logD. (2) The compound is COc1cc2ncc(C(N)=O)c(Nc3cc(C)ccc3F)c2cc1OC. The Y is 3.16 logD. (3) The Y is 4.10 logD. The drug is O=c1cc(N2CCOCC2)oc2c(-c3cccc4c5c(sc34)CCCC5)cccc12. (4) The compound is CS(=O)(=O)C1(c2cc(N3CCOCC3)nc(-c3cccc4[nH]ccc34)n2)CC1. The Y is 2.20 logD. (5) The drug is O=C(Nc1cccc(-c2nnn[nH]2)c1)c1cc(C(F)(F)F)cc2[nH]cnc12. The Y is 1.10 logD. (6) The drug is COc1cc(-c2c(F)ccc3c(N)c(C(=O)NC4CC4)nnc23)c(OC)nn1. The Y is 2.75 logD. (7) The drug is CC(C)N(CCC(C(N)=O)(c1ccccc1)c1ccccn1)C(C)C. The Y is -0.540 logD.